Dataset: Forward reaction prediction with 1.9M reactions from USPTO patents (1976-2016). Task: Predict the product of the given reaction. (1) Given the reactants C(N(S(F)(F)[F:7])CC)C.[F:10][C:11]1[CH:12]=[C:13]([C@@H:19]2[CH2:28][C@@H:27](O)[CH2:26][C@@H:25]3[N:20]2[C:21](=[O:45])/[C:22](=[CH:30]/[C:31]2[CH:36]=[CH:35][C:34]([N:37]4[CH:41]=[C:40]([CH3:42])[N:39]=[CH:38]4)=[C:33]([O:43][CH3:44])[CH:32]=2)/[CH2:23][CH2:24]3)[CH:14]=[C:15]([F:18])[C:16]=1[F:17].O.C(OCC)(=O)C, predict the reaction product. The product is: [F:7][C@@H:27]1[CH2:26][C@@H:25]2[N:20]([C:21](=[O:45])/[C:22](=[CH:30]/[C:31]3[CH:36]=[CH:35][C:34]([N:37]4[CH:41]=[C:40]([CH3:42])[N:39]=[CH:38]4)=[C:33]([O:43][CH3:44])[CH:32]=3)/[CH2:23][CH2:24]2)[C@H:19]([C:13]2[CH:14]=[C:15]([F:18])[C:16]([F:17])=[C:11]([F:10])[CH:12]=2)[CH2:28]1.[CH3:44][O:43][C:33]1[CH:32]=[C:31]([CH:36]=[CH:35][C:34]=1[N:37]1[CH:41]=[C:40]([CH3:42])[N:39]=[CH:38]1)/[CH:30]=[C:22]1\[CH2:23][CH2:24][C@H:25]2[N:20]([C:21]\1=[O:45])[C@H:19]([C:13]1[CH:14]=[C:15]([F:18])[C:16]([F:17])=[C:11]([F:10])[CH:12]=1)[CH:28]=[CH:27][CH2:26]2.[CH3:44][O:43][C:33]1[CH:32]=[C:31]([CH:36]=[CH:35][C:34]=1[N:37]1[CH:41]=[C:40]([CH3:42])[N:39]=[CH:38]1)/[CH:30]=[C:22]1\[CH2:23][CH2:24][C@H:25]2[N:20]([C:21]\1=[O:45])[C@H:19]([C:13]1[CH:14]=[C:15]([F:18])[C:16]([F:17])=[C:11]([F:10])[CH:12]=1)[CH2:28][CH:27]=[CH:26]2. (2) Given the reactants [CH2:1]([O:5][C:6]([C:8]1[N:9]=[C:10](Br)[C:11]2[C:16]([C:17]=1[OH:18])=[CH:15][CH:14]=[C:13]([O:19][CH:20]1[CH2:25][CH2:24][CH2:23][CH2:22][CH2:21]1)[CH:12]=2)=[O:7])[CH2:2][CH2:3][CH3:4].C([O-])=O.[NH4+], predict the reaction product. The product is: [CH2:1]([O:5][C:6]([C:8]1[N:9]=[CH:10][C:11]2[C:16]([C:17]=1[OH:18])=[CH:15][CH:14]=[C:13]([O:19][CH:20]1[CH2:25][CH2:24][CH2:23][CH2:22][CH2:21]1)[CH:12]=2)=[O:7])[CH2:2][CH2:3][CH3:4]. (3) Given the reactants Cl[C:2]1[CH:3]=[CH:4][C:5]2[CH2:6][N:7]([CH2:19][CH2:20][OH:21])[CH2:8][CH:9]([C:13]3[CH:18]=[CH:17][CH:16]=[CH:15][CH:14]=3)[O:10][C:11]=2[N:12]=1.[CH3:22][O:23][C:24]1[CH:25]=[C:26]([CH:28]=[CH:29][C:30]=1[N:31]1[CH:35]=[C:34]([CH3:36])[N:33]=[CH:32]1)[NH2:27].C1(P(C2CCCCC2)C2C=CC=CC=2C2C=CC=CC=2)CCCCC1.C([O-])([O-])=O.[Cs+].[Cs+], predict the reaction product. The product is: [CH3:22][O:23][C:24]1[CH:25]=[C:26]([NH:27][C:2]2[CH:3]=[CH:4][C:5]3[CH2:6][N:7]([CH2:19][CH2:20][OH:21])[CH2:8][CH:9]([C:13]4[CH:18]=[CH:17][CH:16]=[CH:15][CH:14]=4)[O:10][C:11]=3[N:12]=2)[CH:28]=[CH:29][C:30]=1[N:31]1[CH:35]=[C:34]([CH3:36])[N:33]=[CH:32]1.